From a dataset of Reaction yield outcomes from USPTO patents with 853,638 reactions. Predict the reaction yield, written as a fraction of the theoretical maximum amount of product (1.0 means a 100% yield; for example, 0.34 means a 34% yield). (1) The reactants are P(Br)(Br)([Br:3])=O.[Cl:6][C:7]1[CH:12]=[C:11]([Cl:13])[CH:10]=[CH:9][C:8]=1[C:14]1[C:15]([CH3:22])=[N+:16]([O-])[CH:17]=[C:18]([CH3:20])[N:19]=1.CN(C1C2C(N(C)C)=CC=CC=2C=CC=1)C. The yield is 0.350. The product is [Br:3][C:17]1[C:18]([CH3:20])=[N:19][C:14]([C:8]2[CH:9]=[CH:10][C:11]([Cl:13])=[CH:12][C:7]=2[Cl:6])=[C:15]([CH3:22])[N:16]=1.[Cl:6][C:7]1[CH:12]=[C:11]([Cl:13])[CH:10]=[CH:9][C:8]=1[C:14]1[C:15]([CH3:22])=[N:16][CH:17]=[C:18]([CH3:20])[N:19]=1. The catalyst is C(Cl)Cl. (2) The reactants are [CH:1]1([CH:4]=O)[CH2:3][CH2:2]1.[C:6]([CH2:8][C:9]([O:11]C)=O)#[N:7].[NH2:13][C:14]([NH2:16])=[S:15].N1CCCCC1. The catalyst is C(O)C. The product is [CH:1]1([C:4]2[N:13]=[C:14]([SH:15])[NH:16][C:9](=[O:11])[C:8]=2[C:6]#[N:7])[CH2:3][CH2:2]1. The yield is 0.180. (3) The reactants are [F:1][C:2]1[CH:7]=[C:6]([S:8][CH3:9])[CH:5]=[CH:4][C:3]=1[NH:10][C:11]1[C:12]([C:20]([O:22]CC)=O)=[N:13][N:14]([CH3:19])[C:15](=[O:18])[C:16]=1[CH3:17].C([O:27][CH2:28][CH2:29][O:30][NH2:31])=C. No catalyst specified. The product is [F:1][C:2]1[CH:7]=[C:6]([S:8][CH3:9])[CH:5]=[CH:4][C:3]=1[NH:10][C:11]1[C:12]([C:20]([NH:31][O:30][CH2:29][CH2:28][OH:27])=[O:22])=[N:13][N:14]([CH3:19])[C:15](=[O:18])[C:16]=1[CH3:17]. The yield is 0.780. (4) The reactants are [Cl:1][C:2]1[CH:7]=[CH:6][C:5]([C@H:8]([C:21]([N:23]2[CH2:28][CH2:27][N:26]([C:29]3[C:34]([C:35]4[CH:40]=[CH:39][CH:38]=[C:37]([O:41][CH3:42])[CH:36]=4)=[CH:33][N:32]=[C:31]4[NH:43][CH:44]=[CH:45][C:30]=34)[CH2:25][CH2:24]2)=[O:22])[CH2:9][N:10]([CH:18]([CH3:20])[CH3:19])C(=O)OC(C)(C)C)=[CH:4][CH:3]=1.C(O)(C(F)(F)F)=O.C1(N)C(F)=C(F)C(F)=C(N)C=1F.Cl.Cl. The catalyst is C(Cl)Cl. The product is [Cl:1][C:2]1[CH:7]=[CH:6][C:5]([C@@H:8]([CH2:9][NH:10][CH:18]([CH3:20])[CH3:19])[C:21]([N:23]2[CH2:24][CH2:25][N:26]([C:29]3[C:34]([C:35]4[CH:40]=[CH:39][CH:38]=[C:37]([O:41][CH3:42])[CH:36]=4)=[CH:33][N:32]=[C:31]4[NH:43][CH:44]=[CH:45][C:30]=34)[CH2:27][CH2:28]2)=[O:22])=[CH:4][CH:3]=1. The yield is 0.810. (5) The catalyst is C1C=CC(P(C2C=CC=CC=2)[C-]2C=CC=C2)=CC=1.C1C=CC(P(C2C=CC=CC=2)[C-]2C=CC=C2)=CC=1.Cl[Pd]Cl.[Fe+2].C(#N)C. The reactants are Cl[C:2]1[CH:7]=[CH:6][N:5]=[C:4]([N:8]2[CH2:19][CH2:18][N:17]3[C:10](=[CH:11][C:12]4[CH2:13][C:14]([CH3:21])([CH3:20])[CH2:15][C:16]=43)[C:9]2=[O:22])[C:3]=1[CH:23]=[O:24].[CH2:25]([C@H:27]1[CH2:32][N:31]([CH:33]2[CH2:36][O:35][CH2:34]2)[CH2:30][CH2:29][N:28]1[C:37]1[CH:38]=[CH:39][C:40]([NH:43][C:44]2[C:45](=[O:60])[N:46]([CH3:59])[CH:47]=[C:48](B3OC(C)(C)C(C)(C)O3)[CH:49]=2)=[N:41][CH:42]=1)[CH3:26].[O-]P([O-])([O-])=O.[K+].[K+].[K+].O.O.O.C([O-])(=O)C.[Na+]. The product is [CH3:20][C:14]1([CH3:21])[CH2:13][C:12]2[CH:11]=[C:10]3[N:17]([CH2:18][CH2:19][N:8]([C:4]4[C:3]([CH:23]=[O:24])=[C:2]([C:48]5[CH:49]=[C:44]([NH:43][C:40]6[CH:39]=[CH:38][C:37]([N:28]7[CH2:29][CH2:30][N:31]([CH:33]8[CH2:34][O:35][CH2:36]8)[CH2:32][C@@H:27]7[CH2:25][CH3:26])=[CH:42][N:41]=6)[C:45](=[O:60])[N:46]([CH3:59])[CH:47]=5)[CH:7]=[CH:6][N:5]=4)[C:9]3=[O:22])[C:16]=2[CH2:15]1. The yield is 0.600. (6) The reactants are [NH2:1][C:2]1[C:7]([C:8]([F:11])([F:10])[F:9])=[CH:6][C:5]([C:12]([F:15])([F:14])[F:13])=[CH:4][C:3]=1[NH:16][C:17](=O)[CH2:18][N:19]1[CH2:24][CH2:23][N:22]([C:25]([O:27][C:28]([CH3:31])([CH3:30])[CH3:29])=[O:26])[CH2:21][C:20]1=[O:32]. The catalyst is C1COCC1.CC(O)=O. The product is [F:11][C:8]([F:10])([F:9])[C:7]1[C:2]2[N:1]=[C:17]([CH2:18][N:19]3[CH2:24][CH2:23][N:22]([C:25]([O:27][C:28]([CH3:30])([CH3:29])[CH3:31])=[O:26])[CH2:21][C:20]3=[O:32])[NH:16][C:3]=2[CH:4]=[C:5]([C:12]([F:15])([F:13])[F:14])[CH:6]=1. The yield is 0.920. (7) The reactants are [CH3:1][O:2][C:3]1[CH:4]=[C:5]([NH:11][C:12]2[C:13]([NH:22][S:23]([C:26]3[CH:27]=[N:28][C:29]([CH2:32]O)=[CH:30][CH:31]=3)(=[O:25])=[O:24])=[N:14][C:15]3[C:20]([N:21]=2)=[CH:19][CH:18]=[CH:17][CH:16]=3)[CH:6]=[C:7]([O:9][CH3:10])[CH:8]=1.S(Cl)([Cl:36])=O.O.C([O-])(O)=O.[Na+]. The catalyst is C(Cl)(Cl)Cl. The product is [Cl:36][CH2:32][C:29]1[N:28]=[CH:27][C:26]([S:23]([NH:22][C:13]2[C:12]([NH:11][C:5]3[CH:4]=[C:3]([O:2][CH3:1])[CH:8]=[C:7]([O:9][CH3:10])[CH:6]=3)=[N:21][C:20]3[C:15](=[CH:16][CH:17]=[CH:18][CH:19]=3)[N:14]=2)(=[O:25])=[O:24])=[CH:31][CH:30]=1. The yield is 1.08. (8) The reactants are [Br:1][C:2]1[C:3]([F:18])=[CH:4][CH:5]=[C:6]2[C:11]=1[N:10]=[C:9]([NH:12][C:13]([CH3:16])([CH3:15])[CH3:14])[C:8]([CH3:17])=[N:7]2.Br[C:20]1C(F)=CC=C2C=1NC(=O)C(C)=N2.C(N)(CC)(C)C. The catalyst is CS(C)=O. The product is [Br:1][C:2]1[C:3]([F:18])=[CH:4][CH:5]=[C:6]2[C:11]=1[N:10]=[C:9]([NH:12][C:13]([CH2:14][CH3:20])([CH3:15])[CH3:16])[C:8]([CH3:17])=[N:7]2. The yield is 0.810. (9) The reactants are [I:1]N1C(=O)CCC1=O.[F:9][C:10]1[CH:15]=[CH:14][C:13]([OH:16])=[CH:12][CH:11]=1.C(O)(=O)C.S(=O)(=O)(O)O. The catalyst is O. The product is [F:9][C:10]1[CH:15]=[CH:14][C:13]([OH:16])=[C:12]([I:1])[CH:11]=1. The yield is 0.400. (10) The reactants are [N:1]1[CH:6]=[CH:5][CH:4]=[CH:3][C:2]=1[C:7]1[N:8]([CH2:12][C:13]2[CH:14]=[C:15]([C:19]3[CH:23]=[C:22]([CH2:24][CH:25]([CH3:27])[CH3:26])[S:21][C:20]=3[S:28]([NH:31]C(C)(C)C)(=[O:30])=[O:29])[CH:16]=[CH:17][CH:18]=2)[CH:9]=[CH:10][N:11]=1.B(Cl)(Cl)Cl.C([O-])([O-])=O.[Na+].[Na+].Cl[C:47]([O:49][CH2:50][CH2:51][CH2:52][CH3:53])=[O:48]. The catalyst is C(Cl)Cl.O. The product is [CH2:50]([O:49][C:47]([NH:31][S:28]([C:20]1[S:21][C:22]([CH2:24][CH:25]([CH3:27])[CH3:26])=[CH:23][C:19]=1[C:15]1[CH:16]=[CH:17][CH:18]=[C:13]([CH2:12][N:8]2[CH:9]=[CH:10][N:11]=[C:7]2[C:2]2[CH:3]=[CH:4][CH:5]=[CH:6][N:1]=2)[CH:14]=1)(=[O:29])=[O:30])=[O:48])[CH2:51][CH2:52][CH3:53]. The yield is 0.630.